Task: Predict the reactants needed to synthesize the given product.. Dataset: Full USPTO retrosynthesis dataset with 1.9M reactions from patents (1976-2016) (1) Given the product [NH:45]1[C:53]2[C:48](=[C:49]([C:54]3[CH:62]=[C:61]4[C:57]([CH:58]=[N:59][NH:60]4)=[C:56]([NH:63][C:9]([C:5]4[N:4]([CH:2]([CH3:1])[CH3:3])[CH:8]=[CH:7][N:6]=4)=[O:11])[CH:55]=3)[CH:50]=[CH:51][CH:52]=2)[CH:47]=[CH:46]1, predict the reactants needed to synthesize it. The reactants are: [CH3:1][CH:2]([N:4]1[CH:8]=[CH:7][N:6]=[C:5]1[C:9]([OH:11])=O)[CH3:3].CN(C(ON1N=NC2C=CC=NC1=2)=[N+](C)C)C.F[P-](F)(F)(F)(F)F.CCN(C(C)C)C(C)C.[NH:45]1[C:53]2[C:48](=[C:49]([C:54]3[CH:55]=[C:56]([NH2:63])[C:57]4[CH:58]=[N:59][NH:60][C:61]=4[CH:62]=3)[CH:50]=[CH:51][CH:52]=2)[CH:47]=[CH:46]1. (2) Given the product [F:31][C:48]1[CH:49]=[CH:50][C:45]([CH2:44][O:51][C:52]2[CH:57]=[CH:56][N:55]([C:58]3[CH:63]=[CH:62][C:61]([O:64][CH2:65][CH2:66][N:67]4[CH2:72][CH2:71][CH2:70][CH2:69][CH2:68]4)=[CH:60][N:59]=3)[C:54](=[O:73])[CH:53]=2)=[CH:46][CH:47]=1, predict the reactants needed to synthesize it. The reactants are: C(OC1C=CN(C2C=CC(OCCN3CCCCC3)=CC=2)C(=O)C=1)C1C=CC=CC=1.[F:31]C1C=CC(COS(C)(=O)=O)=CN=1.[CH2:44]([O:51][C:52]1[CH:57]=[CH:56][N:55]([C:58]2[CH:63]=[CH:62][C:61]([O:64][CH2:65][CH2:66][N:67]3[CH2:72][CH2:71][CH2:70][CH2:69][CH2:68]3)=[CH:60][N:59]=2)[C:54](=[O:73])[CH:53]=1)[C:45]1[CH:50]=[CH:49][CH:48]=[CH:47][CH:46]=1.FC1C=CC(CBr)=CC=1. (3) Given the product [F:1][C:2]1[C:7]([F:8])=[CH:6][CH:5]=[CH:4][C:3]=1[C:9]1[CH:10]([C:27]2[CH:32]=[CH:31][C:30]([O:42][CH2:41][CH2:40][N:38]3[CH2:39][CH:36]([CH2:35][F:34])[CH2:37]3)=[CH:29][CH:28]=2)[O:11][C:12]2[C:13]([C:18]=1[CH3:19])=[CH:14][C:15]([OH:20])=[CH:16][CH:17]=2, predict the reactants needed to synthesize it. The reactants are: [F:1][C:2]1[C:7]([F:8])=[CH:6][CH:5]=[CH:4][C:3]=1[C:9]1[CH:10]([C:27]2[CH:32]=[CH:31][C:30](I)=[CH:29][CH:28]=2)[O:11][C:12]2[C:17]([C:18]=1[CH3:19])=[CH:16][C:15]([O:20]C1CCCCO1)=[CH:14][CH:13]=2.[F:34][CH2:35][CH:36]1[CH2:39][N:38]([CH2:40][CH2:41][OH:42])[CH2:37]1. (4) Given the product [CH3:10][N:9]([CH2:11][C:12]1[CH:13]=[C:14]2[C:18](=[CH:19][CH:20]=1)[NH:17][CH:16]=[C:15]2[C:28](=[O:29])[CH:30]([NH:37][C:38]1[CH:43]=[CH:42][CH:41]=[C:40]([O:44][CH3:45])[CH:39]=1)[C:31]1[CH:32]=[CH:33][CH:34]=[CH:35][CH:36]=1)[CH3:8], predict the reactants needed to synthesize it. The reactants are: C(N(CC)CC)C.[CH3:8][N:9]([CH2:11][C:12]1[CH:13]=[C:14]2[C:18](=[CH:19][CH:20]=1)[N:17](C(OC(C)(C)C)=O)[CH:16]=[C:15]2[CH:28]=[O:29])[CH3:10].[CH:30](=[N:37][C:38]1[CH:43]=[CH:42][CH:41]=[C:40]([O:44][CH3:45])[CH:39]=1)[C:31]1[CH:36]=[CH:35][CH:34]=[CH:33][CH:32]=1. (5) Given the product [Br:1][C:2]1[N:3]=[C:27]([CH:9]=[O:12])[N:28]([CH2:30][C:16]([F:26])([F:25])[F:15])[CH:29]=1, predict the reactants needed to synthesize it. The reactants are: [Br:1][C:2]1[N:3]=C(C=O)NC=1.[C:9]([O-:12])([O-])=O.[Cs+].[Cs+].[F:15][C:16]([F:26])([F:25])S(OCC(F)F)(=O)=O.[CH3:27][N:28]([CH:30]=O)[CH3:29].